Dataset: Forward reaction prediction with 1.9M reactions from USPTO patents (1976-2016). Task: Predict the product of the given reaction. (1) Given the reactants [Br:1][C:2]1[CH:7]=[CH:6][C:5]([Cl:8])=[C:4]([CH2:9][C:10]2[CH:15]=[CH:14][C:13]([O:16]C)=[CH:12][CH:11]=2)[CH:3]=1.B(Br)(Br)Br.C(=O)([O-])[O-].[K+].[K+].Cl, predict the reaction product. The product is: [Br:1][C:2]1[CH:7]=[CH:6][C:5]([Cl:8])=[C:4]([CH:3]=1)[CH2:9][C:10]1[CH:15]=[CH:14][C:13]([OH:16])=[CH:12][CH:11]=1. (2) Given the reactants [NH2:1][CH2:2][CH2:3][CH2:4][C@H:5]([NH:9][C:10]([C:12]1[CH:17]=[CH:16][C:15]([CH:18]([C:25]2[CH:30]=[CH:29][CH:28]=[CH:27][CH:26]=2)[C:19]2[CH:24]=[CH:23][CH:22]=[CH:21][CH:20]=2)=[CH:14][CH:13]=1)=[O:11])[C:6]([OH:8])=[O:7].[C:31]([OH:37])([C:33]([F:36])([F:35])[F:34])=[O:32].C(O)C.Cl.[C:42](=[NH:47])(OCC)[CH3:43], predict the reaction product. The product is: [C:19]1([CH:18]([C:25]2[CH:26]=[CH:27][CH:28]=[CH:29][CH:30]=2)[C:15]2[CH:16]=[CH:17][C:12]([C:10]([NH:9][C@@H:5]([CH2:4][CH2:3][CH2:2][NH:1][C:42](=[NH:47])[CH3:43])[C:6]([OH:8])=[O:7])=[O:11])=[CH:13][CH:14]=2)[CH:24]=[CH:23][CH:22]=[CH:21][CH:20]=1.[C:31]([OH:37])([C:33]([F:36])([F:35])[F:34])=[O:32].